This data is from Catalyst prediction with 721,799 reactions and 888 catalyst types from USPTO. The task is: Predict which catalyst facilitates the given reaction. (1) Reactant: [Br:1][C:2]1[CH:3]=[C:4]([NH2:23])[C:5]([N:8]([CH2:15][CH2:16][C:17]2[CH:22]=[CH:21][CH:20]=[CH:19][CH:18]=2)[CH2:9][CH2:10][C:11]([F:14])([F:13])[F:12])=[CH:6][CH:7]=1.[CH:24]1([C:27]2[CH:33]=[CH:32][C:30]([NH2:31])=[CH:29][C:28]=2[F:34])[CH2:26][CH2:25]1.C1N=CN([C:40](N2C=NC=C2)=[O:41])C=1. Product: [Br:1][C:2]1[CH:7]=[CH:6][C:5]([N:8]([CH2:15][CH2:16][C:17]2[CH:22]=[CH:21][CH:20]=[CH:19][CH:18]=2)[CH2:9][CH2:10][C:11]([F:12])([F:14])[F:13])=[C:4]([NH:23][C:40]([NH:31][C:30]2[CH:32]=[CH:33][C:27]([CH:24]3[CH2:26][CH2:25]3)=[C:28]([F:34])[CH:29]=2)=[O:41])[CH:3]=1. The catalyst class is: 2. (2) Reactant: C([Mg]Cl)(C)C.[Li+].[Cl-].[S:8]1[CH:12]=[CH:11][N:10]=[CH:9]1.[CH:13]([CH:15]1[CH2:20][CH2:19][CH:18]([C:21]([O:23][CH2:24][CH3:25])=[O:22])[CH2:17][CH2:16]1)=[O:14]. Product: [OH:14][CH:13]([C:9]1[S:8][CH:12]=[CH:11][N:10]=1)[CH:15]1[CH2:16][CH2:17][CH:18]([C:21]([O:23][CH2:24][CH3:25])=[O:22])[CH2:19][CH2:20]1. The catalyst class is: 1. (3) Reactant: [C:1]([C:4]1[O:5][C:6]2[C:11]([C:12](=[O:14])[CH:13]=1)=[C:10]([O:15][CH2:16][CH:17]([OH:34])[CH2:18][O:19][C:20]1[CH:29]=[CH:28][CH:27]=[C:26]3[C:21]=1[C:22](=[O:33])[CH:23]=[C:24]([C:30]([OH:32])=[O:31])[O:25]3)[CH:9]=[CH:8][CH:7]=2)([OH:3])=[O:2].[C:35]([NH:54][C@H:55]([C:59]([O:61][CH2:62][CH:63]([CH2:70][O:71][C:72](=[O:90])[CH2:73][CH2:74][CH2:75][CH2:76][CH2:77][CH2:78][CH2:79][CH2:80][CH2:81][CH2:82][CH2:83][CH2:84][CH2:85][CH2:86][CH2:87][CH2:88][CH3:89])[CH2:64][CH2:65][CH2:66][C:67](O)=[O:68])=[O:60])[CH:56]([CH3:58])[CH3:57])([C:48]1[CH:53]=[CH:52][CH:51]=[CH:50][CH:49]=1)([C:42]1[CH:47]=[CH:46][CH:45]=[CH:44][CH:43]=1)[C:36]1[CH:41]=[CH:40][CH:39]=[CH:38][CH:37]=1.CN(C1C=CC=CN=1)C.C1CCC(N=C=NC2CCCCC2)CC1. Product: [C:35]([NH:54][C@H:55]([C:59]([O:61][CH2:62][CH:63]([CH2:70][O:71][C:72](=[O:90])[CH2:73][CH2:74][CH2:75][CH2:76][CH2:77][CH2:78][CH2:79][CH2:80][CH2:81][CH2:82][CH2:83][CH2:84][CH2:85][CH2:86][CH2:87][CH2:88][CH3:89])[CH2:64][CH2:65][CH2:66][C:67]([O:34][CH:17]([CH2:16][O:15][C:10]1[CH:9]=[CH:8][CH:7]=[C:6]2[C:11]=1[C:12](=[O:14])[CH:13]=[C:4]([C:1]([OH:3])=[O:2])[O:5]2)[CH2:18][O:19][C:20]1[CH:29]=[CH:28][CH:27]=[C:26]2[C:21]=1[C:22](=[O:33])[CH:23]=[C:24]([C:30]([OH:32])=[O:31])[O:25]2)=[O:68])=[O:60])[CH:56]([CH3:58])[CH3:57])([C:36]1[CH:37]=[CH:38][CH:39]=[CH:40][CH:41]=1)([C:42]1[CH:47]=[CH:46][CH:45]=[CH:44][CH:43]=1)[C:48]1[CH:53]=[CH:52][CH:51]=[CH:50][CH:49]=1. The catalyst class is: 4. (4) Reactant: [C:1]1([CH2:7][CH2:8][C:9]([OH:11])=O)[CH:6]=[CH:5][CH:4]=[CH:3][CH:2]=1.C(Cl)(=O)C(Cl)=O.Cl.[CH3:19][NH:20][O:21][CH3:22].N1C=CC=CC=1. Product: [CH3:22][O:21][N:20]([CH3:19])[C:9](=[O:11])[CH2:8][CH2:7][C:1]1[CH:6]=[CH:5][CH:4]=[CH:3][CH:2]=1. The catalyst class is: 59.